The task is: Predict the product of the given reaction.. This data is from Forward reaction prediction with 1.9M reactions from USPTO patents (1976-2016). (1) Given the reactants Cl.[Cl:2][C:3]1[CH:23]=[CH:22][C:6]([O:7][C:8]2[CH:21]=[CH:20][C:11]([O:12][CH2:13][C@@H:14]3[CH2:19][CH2:18][CH2:17][CH2:16][NH:15]3)=[CH:10][CH:9]=2)=[CH:5][CH:4]=1.[C:24]([O:28][C:29](=[O:32])[CH2:30]Br)([CH3:27])([CH3:26])[CH3:25].C(N(CC)CC)C, predict the reaction product. The product is: [C:24]([O:28][C:29](=[O:32])[CH2:30][N:15]1[CH2:16][CH2:17][CH2:18][CH2:19][C@H:14]1[CH2:13][O:12][C:11]1[CH:20]=[CH:21][C:8]([O:7][C:6]2[CH:22]=[CH:23][C:3]([Cl:2])=[CH:4][CH:5]=2)=[CH:9][CH:10]=1)([CH3:27])([CH3:26])[CH3:25]. (2) Given the reactants Cl[C:2]1[N:7]=[N:6][C:5]2[O:8][CH2:9][CH2:10][O:11][C:4]=2[CH:3]=1.[CH2:12]([CH2:15]OC)OC, predict the reaction product. The product is: [CH:12]([C:2]1[N:7]=[N:6][C:5]2[O:8][CH2:9][CH2:10][O:11][C:4]=2[CH:3]=1)=[CH2:15]. (3) Given the reactants [Br:1][C:2]1[CH:3]=[CH:4][C:5]([NH:8][C@H:9]2[CH2:13][CH2:12][CH2:11][C@@H:10]2[NH:14][C:15](=[O:27])[C:16]2[CH:21]=[CH:20][CH:19]=[CH:18][C:17]=2[N:22]2[N:26]=[CH:25][CH:24]=[N:23]2)=[N:6][CH:7]=1.Cl.N[C@H]1CCC[C@@H]1N[C:36](=[O:48])C1C=CC=CC=1N1N=CC=N1.BrC1C=C(OC)C(Cl)=NC=1.CC(C)([O-])C.[Na+].C1C=CC(P(C2C(C3C(P(C4C=CC=CC=4)C4C=CC=CC=4)=CC=C4C=3C=CC=C4)=C3C(C=CC=C3)=CC=2)C2C=CC=CC=2)=CC=1, predict the reaction product. The product is: [Br:1][C:2]1[CH:3]=[C:4]([O:48][CH3:36])[C:5]([NH:8][C@H:9]2[CH2:13][CH2:12][CH2:11][C@@H:10]2[NH:14][C:15](=[O:27])[C:16]2[CH:21]=[CH:20][CH:19]=[CH:18][C:17]=2[N:22]2[N:26]=[CH:25][CH:24]=[N:23]2)=[N:6][CH:7]=1. (4) Given the reactants Cl.[Cl:2][C:3]1[CH:16]=[CH:15][C:6]([CH2:7][C:8]2([NH2:14])[CH2:13][CH2:12][NH:11][CH2:10][CH2:9]2)=[CH:5][CH:4]=1.Cl[C:18]1[C:19]2[CH:26]=[CH:25][NH:24][C:20]=2[N:21]=[CH:22][N:23]=1.C(N(CC)CC)C, predict the reaction product. The product is: [Cl:2][C:3]1[CH:4]=[CH:5][C:6]([CH2:7][C:8]2([NH2:14])[CH2:9][CH2:10][N:11]([C:18]3[C:19]4[CH:26]=[CH:25][NH:24][C:20]=4[N:21]=[CH:22][N:23]=3)[CH2:12][CH2:13]2)=[CH:15][CH:16]=1. (5) The product is: [CH3:5][N:4]([CH2:6][CH2:7][O:8][CH:9]([C:16]1[CH:21]=[CH:20][CH:19]=[CH:18][CH:17]=1)[C:10]1[CH:11]=[CH:12][CH:13]=[CH:14][CH:15]=1)[CH3:3]. Given the reactants [OH-].[Na+].[CH3:3][N:4]([CH2:6][CH2:7][O:8][CH:9]([C:16]1[CH:17]=[CH:18][CH:19]=[CH:20][CH:21]=1)[C:10]1[CH:11]=[CH:12][CH:13]=[CH:14][CH:15]=1)[CH3:5].Cl, predict the reaction product. (6) Given the reactants C(=O)(O)[O-].[Na+].[CH3:6][C:7]1([CH3:17])[C:16]2[C:11](=[CH:12][CH:13]=[CH:14][CH:15]=2)[S:10][CH2:9][CH2:8]1.[Cl-].[Al+3].[Cl-].[Cl-].[C:22](Cl)(=[O:24])[CH3:23], predict the reaction product. The product is: [CH3:6][C:7]1([CH3:17])[C:16]2[C:11](=[CH:12][CH:13]=[C:14]([C:22](=[O:24])[CH3:23])[CH:15]=2)[S:10][CH2:9][CH2:8]1. (7) The product is: [P:54]([O:30][CH2:29][C@H:27]1[S:28][C@@H:19]([N:14]2[C:15]3[N:16]=[CH:17][N:18]=[C:10]([NH2:9])[C:11]=3[N:12]=[CH:13]2)[C@H:20]([OH:21])[C@@H:22]1[OH:23])([O:53][P:50]([O:49][P:46]([OH:48])([OH:58])=[O:47])([OH:52])=[O:51])(=[O:55])[OH:56]. Given the reactants C([NH:9][C:10]1[N:18]=[CH:17][N:16]=[C:15]2[C:11]=1[N:12]=[CH:13][N:14]2[C@@H:19]1[S:28][C@H:27]([CH2:29][OH:30])[C@@H:22]([O:23]C(=O)C)[C@@:20]1(C(=O)C)[OH:21])(=O)C1C=CC=CC=1.P(Cl)([O-])OCC1C(=CC=CC=1)O.[P:46]([O:58]C[C@H]1S[C@@H](N2C=CC(=O)NC2=O)[C@H](O)[C@@H]1O)([O:49][P:50]([O:53][P:54](O)([OH:56])=[O:55])([OH:52])=[O:51])(=[O:48])[OH:47], predict the reaction product.